Predict the reactants needed to synthesize the given product. From a dataset of Full USPTO retrosynthesis dataset with 1.9M reactions from patents (1976-2016). (1) Given the product [CH3:15][O:14][C:12]([C:8]1[C:7]([CH2:6][CH2:5][CH2:4][C:3]([OH:16])=[O:2])=[CH:11][NH:10][CH:9]=1)=[O:13], predict the reactants needed to synthesize it. The reactants are: C[O:2][C:3](=[O:16])[CH2:4][CH2:5][CH2:6][C:7]1[C:8]([C:12]([O:14][CH3:15])=[O:13])=[CH:9][NH:10][CH:11]=1.[Li+].[OH-].Cl. (2) Given the product [CH3:9][NH:10][C@@H:11]([C:15]1[CH:20]=[CH:19][CH:18]=[CH:17][CH:16]=1)[CH2:12][NH2:14], predict the reactants needed to synthesize it. The reactants are: C(O[C:9](=O)[NH:10][C@@H:11]([C:15]1[CH:20]=[CH:19][CH:18]=[CH:17][CH:16]=1)[C:12]([NH2:14])=O)C1C=CC=CC=1.[H-].[Al+3].[Li+].[H-].[H-].[H-].C(=O)([O-])[O-].[Na+].[Na+]. (3) Given the product [N:1]1[CH:6]=[CH:5][CH:4]=[C:3]([CH2:7][NH:9][NH2:10])[CH:2]=1, predict the reactants needed to synthesize it. The reactants are: [N:1]1[CH:6]=[CH:5][CH:4]=[C:3]([CH:7]=O)[CH:2]=1.[NH2:9][NH2:10]. (4) Given the product [Cl:11][C:7]1[CH:8]=[N:9][CH:10]=[C:2]([Cl:1])[C:3]=1[C:4]([N:25]1[CH2:30][CH2:29][CH2:28][CH:27]([CH2:31][OH:32])[CH2:26]1)=[O:6], predict the reactants needed to synthesize it. The reactants are: [Cl:1][C:2]1[CH:10]=[N:9][CH:8]=[C:7]([Cl:11])[C:3]=1[C:4]([OH:6])=O.C(Cl)(=O)C(Cl)=O.CCN(CC)CC.[NH:25]1[CH2:30][CH2:29][CH2:28][CH:27]([CH2:31][OH:32])[CH2:26]1. (5) Given the product [OH:1][C:2]1[CH:10]=[C:9]([O:11][CH2:12][C:13](=[O:28])[C:14]2[CH:23]=[CH:22][C:21]3[C:20]([CH3:24])([CH3:25])[CH2:19][CH2:18][C:17]([CH3:27])([CH3:26])[C:16]=3[CH:15]=2)[CH:8]=[CH:7][C:3]=1[C:4]([O:6][CH2:34][CH3:35])=[O:5], predict the reactants needed to synthesize it. The reactants are: [OH:1][C:2]1[CH:10]=[C:9]([O:11][CH2:12][C:13](=[O:28])[C:14]2[CH:23]=[CH:22][C:21]3[C:20]([CH3:25])([CH3:24])[CH2:19][CH2:18][C:17]([CH3:27])([CH3:26])[C:16]=3[CH:15]=2)[CH:8]=[CH:7][C:3]=1[C:4]([OH:6])=[O:5].S(=O)(=O)(O)O.[C:34](OCC)(=O)[CH3:35]. (6) Given the product [CH3:1][C:2]1[S:3][C:4]2[C:7](=[O:12])[CH:8]([CH3:10])[CH2:9][C:5]=2[CH:6]=1, predict the reactants needed to synthesize it. The reactants are: [CH3:1][C:2]1[S:3][CH:4]=[CH:5][CH:6]=1.[C:7]([OH:12])(=O)[C:8]([CH3:10])=[CH2:9]. (7) Given the product [Br:1][C:2]1[CH:11]=[CH:10][C:5]2[N:6]=[C:7]([Cl:14])[NH:8][C:4]=2[CH:3]=1, predict the reactants needed to synthesize it. The reactants are: [Br:1][C:2]1[CH:11]=[CH:10][C:5]2[NH:6][C:7](=O)[NH:8][C:4]=2[CH:3]=1.P(Cl)(Cl)([Cl:14])=O. (8) Given the product [CH2:26]([NH:34][C:14]([C:12]1[N:13]=[C:8]([CH2:7][C:2]2[CH:3]=[CH:4][CH:5]=[CH:6][C:1]=2[C:20]2[CH:25]=[CH:24][CH:23]=[CH:22][CH:21]=2)[NH:9][C:10](=[O:19])[C:11]=1[OH:18])=[O:15])[CH2:27][C:28]1[CH:33]=[CH:32][CH:31]=[CH:30][CH:29]=1, predict the reactants needed to synthesize it. The reactants are: [C:1]1([C:20]2[CH:25]=[CH:24][CH:23]=[CH:22][CH:21]=2)[CH:6]=[CH:5][CH:4]=[CH:3][C:2]=1[CH2:7][C:8]1[NH:9][C:10](=[O:19])[C:11]([OH:18])=[C:12]([C:14](OC)=[O:15])[N:13]=1.[CH2:26]([NH2:34])[CH2:27][C:28]1[CH:33]=[CH:32][CH:31]=[CH:30][CH:29]=1. (9) Given the product [Br:20][C:21]1[CH:22]=[CH:23][C:24]2[S:16][C:15]([C:14]([OH:18])=[O:17])=[CH:26][C:25]=2[CH:28]=1, predict the reactants needed to synthesize it. The reactants are: S1C=CC2C=C(C(=O)CC)C=CC1=2.[C:14]([O:18]C)(=[O:17])[CH2:15][SH:16].[Br:20][C:21]1[CH:22]=[CH:23][C:24](F)=[C:25]([CH:28]=1)[CH:26]=O.